From a dataset of Forward reaction prediction with 1.9M reactions from USPTO patents (1976-2016). Predict the product of the given reaction. (1) Given the reactants [C:1]([CH2:9][CH2:10][CH2:11][CH2:12][CH2:13][CH2:14][C:15]([O:17][CH2:18][CH3:19])=[O:16])(=[O:8])[C:2]1[CH:7]=[CH:6]C=C[CH:3]=1.C(Cl)(=[O:27])C1C=CC=CC=1, predict the reaction product. The product is: [O:27]1[CH:6]=[CH:7][C:2]([C:1]([CH2:9][CH2:10][CH2:11][CH2:12][CH2:13][CH2:14][C:15]([O:17][CH2:18][CH3:19])=[O:16])=[O:8])=[CH:3]1. (2) The product is: [N:1]1[CH:6]=[CH:5][C:4](/[CH:7]=[CH:8]/[C:9]2[C:17]3[C:12](=[CH:13][C:14](/[CH:18]=[C:30]4/[C:29](=[O:37])[NH:28][C:36]5[C:31]/4=[CH:32][CH:33]=[CH:34][CH:35]=5)=[CH:15][CH:16]=3)[N:11]([CH2:20][O:21][CH2:22][CH2:23][Si:24]([CH3:27])([CH3:26])[CH3:25])[N:10]=2)=[CH:3][CH:2]=1. Given the reactants [N:1]1[CH:6]=[CH:5][C:4](/[CH:7]=[CH:8]/[C:9]2[C:17]3[C:12](=[CH:13][C:14]([CH:18]=O)=[CH:15][CH:16]=3)[N:11]([CH2:20][O:21][CH2:22][CH2:23][Si:24]([CH3:27])([CH3:26])[CH3:25])[N:10]=2)=[CH:3][CH:2]=1.[NH:28]1[C:36]2[C:31](=[CH:32][CH:33]=[CH:34][CH:35]=2)[CH2:30][C:29]1=[O:37].N1CCCCC1, predict the reaction product.